Dataset: Reaction yield outcomes from USPTO patents with 853,638 reactions. Task: Predict the reaction yield, written as a fraction of the theoretical maximum amount of product (1.0 means a 100% yield; for example, 0.34 means a 34% yield). (1) The catalyst is C(Cl)(Cl)Cl.C(O)(=O)C. The yield is 0.760. The reactants are [O:1]=[C:2]1[C:11]2[CH:12]=[CH:13][S:14][C:10]=2[C:9]2[CH:8]=[CH:7][C:6]([C:15]([O:17][CH3:18])=[O:16])=[CH:5][C:4]=2[NH:3]1.C1C(=O)N([Br:26])C(=O)C1.O.N. The product is [Br:26][C:13]1[S:14][C:10]2[C:9]3[CH:8]=[CH:7][C:6]([C:15]([O:17][CH3:18])=[O:16])=[CH:5][C:4]=3[NH:3][C:2](=[O:1])[C:11]=2[CH:12]=1. (2) The yield is 0.520. The catalyst is O. The reactants are Cl[CH2:2][C:3]([C:5]1[CH:10]=[CH:9][N:8]=[C:7]2[N:11]([CH2:14][O:15][CH2:16][CH2:17][Si:18]([CH3:21])([CH3:20])[CH3:19])[CH:12]=[CH:13][C:6]=12)=O.C[N:23]([CH:25]=O)C.[C:27]([O-])(=O)[C:28]([CH3:31])(C)[CH3:29].[Cs+].C([O-])(=O)C.[NH4+:39]. The product is [C:28]([C:25]1[NH:23][C:3]([C:5]2[CH:10]=[CH:9][N:8]=[C:7]3[N:11]([CH2:14][O:15][CH2:16][CH2:17][Si:18]([CH3:21])([CH3:20])[CH3:19])[CH:12]=[CH:13][C:6]=23)=[CH:2][N:39]=1)([CH3:31])([CH3:29])[CH3:27]. (3) The reactants are [CH2:1]1[C:15]2[C:10](=[CH:11][CH:12]=[CH:13][CH:14]=2)[CH2:9][C:8]2[C:3](=[CH:4][CH:5]=[CH:6][CH:7]=2)[CH2:2]1.[Br:16][C:17]1[CH:24]=[C:21]([CH:22]=O)[C:20]([O:25][CH3:26])=[CH:19][CH:18]=1. No catalyst specified. The product is [Br:16][C:17]1[CH:18]=[CH:19][C:20]([O:25][CH3:26])=[C:21]([CH:24]=1)[CH:22]=[C:9]1[C:8]2[CH:7]=[CH:6][CH:5]=[CH:4][C:3]=2[CH2:2][CH2:1][C:15]2[CH:14]=[CH:13][CH:12]=[CH:11][C:10]1=2. The yield is 0.650. (4) The reactants are [O:1]=[S:2]1(=[O:26])[CH2:7][CH:6]=[C:5]([C:8]2[CH:13]=[C:12]([F:14])[C:11]([C:15]3[N:20]=[C:19]([C:21]([OH:23])=[O:22])[CH:18]=[CH:17][C:16]=3[F:24])=[C:10]([F:25])[CH:9]=2)[CH2:4][CH2:3]1. The catalyst is CCO.[Pd]. The product is [O:26]=[S:2]1(=[O:1])[CH2:3][CH2:4][CH:5]([C:8]2[CH:9]=[C:10]([F:25])[C:11]([C:15]3[N:20]=[C:19]([C:21]([OH:23])=[O:22])[CH:18]=[CH:17][C:16]=3[F:24])=[C:12]([F:14])[CH:13]=2)[CH2:6][CH2:7]1. The yield is 1.00. (5) The reactants are [Br:1][C:2]1[CH:3]=[C:4]2[C:9](Cl)=[C:8]([C:11]([NH2:13])=[O:12])[CH:7]=[N:6][N:5]2[CH:14]=1.[CH3:15][C@:16]1([NH2:24])[CH2:20][CH2:19][C@@H:18]([NH2:21])[C:17]1([CH3:23])[CH3:22].CCN(C(C)C)C(C)C.CO.C(Cl)Cl. The catalyst is CN(C=O)C. The product is [NH2:24][C@@:16]1([CH3:15])[CH2:20][CH2:19][C@@H:18]([NH:21][C:9]2[C:4]3[N:5]([CH:14]=[C:2]([Br:1])[CH:3]=3)[N:6]=[CH:7][C:8]=2[C:11]([NH2:13])=[O:12])[C:17]1([CH3:23])[CH3:22]. The yield is 0.670. (6) The reactants are [Br:1][C:2]1[C:3]2[N:11]([CH2:12][CH3:13])[C:10]([C:14](=[N:17][OH:18])[C:15]#[N:16])=[N:9][C:4]=2[C:5]([Cl:8])=[N:6][CH:7]=1.C([N:21](CC)CC)C.NO. The catalyst is O1CCOCC1.CO. The product is [Br:1][C:2]1[C:3]2[N:11]([CH2:12][CH3:13])[C:10]([C:14]3[C:15]([NH2:21])=[N:16][O:18][N:17]=3)=[N:9][C:4]=2[C:5]([Cl:8])=[N:6][CH:7]=1. The yield is 0.700. (7) The reactants are [Br:1][C:2]1[CH:3]=[C:4]([CH:8]([C:24]2([OH:30])[CH2:29][CH2:28][CH2:27][CH2:26][CH2:25]2)[C:9]([N:11]2[CH2:16][CH2:15][N:14]([C:17]([O:19][C:20]([CH3:23])([CH3:22])[CH3:21])=[O:18])[CH2:13][CH2:12]2)=O)[CH:5]=[CH:6][CH:7]=1.B.CO. The catalyst is O1CCCC1. The product is [Br:1][C:2]1[CH:3]=[C:4]([CH:8]([C:24]2([OH:30])[CH2:29][CH2:28][CH2:27][CH2:26][CH2:25]2)[CH2:9][N:11]2[CH2:12][CH2:13][N:14]([C:17]([O:19][C:20]([CH3:23])([CH3:22])[CH3:21])=[O:18])[CH2:15][CH2:16]2)[CH:5]=[CH:6][CH:7]=1. The yield is 0.980. (8) The reactants are [CH2:1]([N:8]([CH2:22][C:23]([O:25]CC)=O)[C:9]1[C:18]([N+:19]([O-])=O)=[CH:17][C:12]([C:13]([O:15][CH3:16])=[O:14])=[CH:11][N:10]=1)[C:2]1[CH:7]=[CH:6][CH:5]=[CH:4][CH:3]=1.P(OC1C=CC=CC=1)(OC1C=CC=CC=1)OC1C=CC=CC=1.[H][H]. The catalyst is ClCCl.[NH4+].[O-][V](=O)=O.[Pt]. The product is [CH2:1]([N:8]1[CH2:22][C:23](=[O:25])[NH:19][C:18]2[CH:17]=[C:12]([C:13]([O:15][CH3:16])=[O:14])[CH:11]=[N:10][C:9]1=2)[C:2]1[CH:7]=[CH:6][CH:5]=[CH:4][CH:3]=1. The yield is 0.710. (9) The reactants are [CH:1]([C@H:14]1[O:19][CH2:18][C@@H:17]([NH2:20])[CH2:16][CH2:15]1)([C:8]1[CH:13]=[CH:12][CH:11]=[CH:10][CH:9]=1)[C:2]1[CH:7]=[CH:6][CH:5]=[CH:4][CH:3]=1.[CH:21](=O)[C:22]1[CH:27]=[CH:26][CH:25]=[CH:24][CH:23]=1.C(O)(=O)C.[BH3-]C#N.[Na+]. The catalyst is ClCCCl.CO. The product is [CH:1]([C@H:14]1[O:19][CH2:18][C@@H:17]([NH:20][CH2:21][C:22]2[CH:27]=[CH:26][CH:25]=[CH:24][CH:23]=2)[CH2:16][CH2:15]1)([C:8]1[CH:13]=[CH:12][CH:11]=[CH:10][CH:9]=1)[C:2]1[CH:3]=[CH:4][CH:5]=[CH:6][CH:7]=1. The yield is 0.850. (10) The reactants are [C:1]([O:5][C:6]([N:8]1[CH2:13][CH:12]([CH3:14])[NH:11][CH:10]([CH3:15])[CH2:9]1)=[O:7])([CH3:4])([CH3:3])[CH3:2].Br[C:17]1[CH:24]=[CH:23][C:20]([C:21]#[N:22])=[CH:19][N:18]=1.CC1(C)CCCC(C)(C)N1. The catalyst is CN(C=O)C. The product is [C:21]([C:20]1[CH:23]=[CH:24][C:17]([N:11]2[CH:12]([CH3:14])[CH2:13][N:8]([C:6]([O:5][C:1]([CH3:4])([CH3:2])[CH3:3])=[O:7])[CH2:9][CH:10]2[CH3:15])=[N:18][CH:19]=1)#[N:22]. The yield is 0.330.